Task: Predict the reaction yield, written as a fraction of the theoretical maximum amount of product (1.0 means a 100% yield; for example, 0.34 means a 34% yield).. Dataset: Reaction yield outcomes from USPTO patents with 853,638 reactions (1) The reactants are [CH3:1][O:2][C:3]1[CH:4]=[C:5]([CH2:11][CH2:12][CH2:13][CH2:14][OH:15])[CH:6]=[CH:7][C:8]=1[O:9][CH3:10].[CH3:16][S:17](Cl)(=[O:19])=[O:18]. No catalyst specified. The product is [CH3:1][O:2][C:3]1[CH:4]=[C:5]([CH2:11][CH2:12][CH2:13][CH2:14][O:15][S:17]([CH3:16])(=[O:19])=[O:18])[CH:6]=[CH:7][C:8]=1[O:9][CH3:10]. The yield is 0.780. (2) The reactants are [OH:1][C:2]1[CH:7]=[CH:6][C:5]([SH:8])=[CH:4][CH:3]=1.Br[CH2:10][CH2:11][CH2:12][CH2:13][CH2:14][C:15]([OH:17])=[O:16].C(N(CC)CC)C. The catalyst is O1CCCC1. The product is [OH:1][C:2]1[CH:7]=[CH:6][C:5]([S:8][CH2:10][CH2:11][CH2:12][CH2:13][CH2:14][C:15]([OH:17])=[O:16])=[CH:4][CH:3]=1. The yield is 0.330.